Binary Classification. Given a drug SMILES string, predict its activity (active/inactive) in a high-throughput screening assay against a specified biological target. From a dataset of Tyrosyl-DNA phosphodiesterase HTS with 341,365 compounds. (1) The compound is s1c2c(CCCC2)c2c1nc([nH]c2=O)n1ncc(c1N)C(OCC)=O. The result is 0 (inactive). (2) The drug is O(C(=O)CCCc1c2c([nH]c1)cccc2)CC(=O)N(c1c(n(Cc2ccccc2)c(=O)[nH]c1=O)N)C. The result is 0 (inactive). (3) The molecule is O(C(=O)c1c(c([nH]c1C)C)C(=O)COC(=O)c1cc(OC)c(OC)cc1)CC. The result is 0 (inactive). (4) The drug is O(CC(=O)N(C(C)C)Cc1ccccc1)C(=O)c1ccc(O)cc1. The result is 0 (inactive). (5) The compound is Clc1ccc(NC(=O)c2n(nc(c2)C)Cc2ccc(cc2)C)cc1. The result is 0 (inactive). (6) The molecule is s1c(C(N2CCN(CC2)c2c(F)cccc2)c2occc2)c(O)n2nc(nc12)C. The result is 0 (inactive).